Dataset: CYP2D6 inhibition data for predicting drug metabolism from PubChem BioAssay. Task: Regression/Classification. Given a drug SMILES string, predict its absorption, distribution, metabolism, or excretion properties. Task type varies by dataset: regression for continuous measurements (e.g., permeability, clearance, half-life) or binary classification for categorical outcomes (e.g., BBB penetration, CYP inhibition). Dataset: cyp2d6_veith. (1) The drug is C/C(CCN1CCc2nc(-c3ccccc3)c(-c3ccccc3)cc2C1)=N\OC[C@@H](C)[C@H](OCc1ccccc1)C(C)C. The result is 0 (non-inhibitor). (2) The compound is CCN1C(=O)[C@H]2CC[C@H]3/C(=N\O[C@@H]4O[C@H](COC(C)=O)[C@@H](OC(C)=O)[C@H](OC(C)=O)[C@H]4OC(C)=O)C[C@@H](O)[C@@H](O)[C@@H]3[C@@H]2C1=O. The result is 1 (inhibitor). (3) The molecule is Cc1ccsc1-c1nc(-c2ccccc2)c(-c2ccccc2)[nH]1. The result is 0 (non-inhibitor). (4) The drug is CC1=C(C(=O)OCc2ccccc2)C(c2ccc(Cl)cc2)NC(=O)N1CCCCCC(=O)O. The result is 0 (non-inhibitor). (5) The drug is Cc1[nH]n(-c2ccccc2)c(=O)c1CCOC(=O)c1ccc(C(F)(F)F)cc1. The result is 0 (non-inhibitor). (6) The drug is COCC(=O)N1CCC[C@@]2(CCN(Cc3ccccc3OC)C2)C1. The result is 1 (inhibitor).